From a dataset of Reaction yield outcomes from USPTO patents with 853,638 reactions. Predict the reaction yield, written as a fraction of the theoretical maximum amount of product (1.0 means a 100% yield; for example, 0.34 means a 34% yield). (1) The yield is 0.590. The reactants are Br[C:2]1[CH:10]=[CH:9][CH:8]=[C:7]2[C:3]=1[C:4]([C:15]([N:17]1[CH2:22][CH2:21][CH:20]([C:23]3[CH:24]=[C:25]([CH:34]=[CH:35][C:36]=3[F:37])[CH2:26][NH:27][C:28](=[O:33])[C:29]([F:32])([F:31])[F:30])[CH2:19][CH2:18]1)=[O:16])=[CH:5][N:6]2[CH2:11][CH2:12][O:13][CH3:14].[CH3:38][O:39][C:40]1[CH:45]=[C:44](B(O)O)[CH:43]=[CH:42][N:41]=1.C(=O)([O-])[O-].[Cs+].[Cs+].C(Cl)Cl. The product is [F:31][C:29]([F:32])([F:30])[C:28]([NH:27][CH2:26][C:25]1[CH:34]=[CH:35][C:36]([F:37])=[C:23]([CH:20]2[CH2:19][CH2:18][N:17]([C:15]([C:4]3[C:3]4[C:7](=[CH:8][CH:9]=[CH:10][C:2]=4[C:44]4[CH:43]=[CH:42][N:41]=[C:40]([O:39][CH3:38])[CH:45]=4)[N:6]([CH2:11][CH2:12][O:13][CH3:14])[CH:5]=3)=[O:16])[CH2:22][CH2:21]2)[CH:24]=1)=[O:33]. The catalyst is O1CCOCC1.O.C1C=CC(P(C2C=CC=CC=2)[C-]2C=CC=C2)=CC=1.C1C=CC(P(C2C=CC=CC=2)[C-]2C=CC=C2)=CC=1.Cl[Pd]Cl.[Fe+2]. (2) The reactants are [Cl:1][C:2]1[CH:3]=[C:4]([CH:6]=[CH:7][C:8]=1[S:9][C:10]([F:13])([F:12])[F:11])[NH2:5].C(N(CC)CC)C.[C:21](Cl)(=[O:23])[CH3:22]. The catalyst is ClCCl. The product is [Cl:1][C:2]1[CH:3]=[C:4]([NH:5][C:21](=[O:23])[CH3:22])[CH:6]=[CH:7][C:8]=1[S:9][C:10]([F:13])([F:11])[F:12]. The yield is 0.650. (3) The product is [NH2:44][C:10]1[C:11]2[C:12](=[C:26]3[C:21](=[C:19]([C:18]4[CH:17]=[N:16][CH:15]=[CH:14][CH:13]=4)[CH:20]=2)[CH:22]=[N:23][CH:24]=[CH:25]3)[N:8]([C:5]2[CH:6]=[CH:7][C:2]([F:1])=[CH:3][CH:4]=2)[N:9]=1. The reactants are [F:1][C:2]1[CH:7]=[CH:6][C:5]([N:8]2[C:12]3=[C:13]4[C:18](=[C:19]([C:21]5[CH:22]=[N:23][CH:24]=[CH:25][CH:26]=5)[CH:20]=[C:11]3[C:10](C(O)=O)=[N:9]2)[CH:17]=[N:16][CH:15]=[CH:14]4)=[CH:4][CH:3]=1.C1(P([N:44]=[N+]=[N-])(C2C=CC=CC=2)=O)C=CC=CC=1.O. The catalyst is CN(C=O)C. The yield is 0.300. (4) The reactants are [C:1]([O:4][C@@:5]1([C:30]([CH3:33])([CH3:32])[CH3:31])[CH:18]=[CH:17][C@@H:16]2[C@@:7]34[CH2:22][CH2:21][N:19]([CH3:20])[C@@H:15]2[CH2:14][C:13]2[C:8]3=[C:9]([O:29][C@@H:6]14)[C:10](Br)([O:23][O:24][SiH:25]([CH3:27])[CH3:26])[CH2:11][CH:12]=2)(=[O:3])[NH2:2].[Li]CCCC.C1C=CC(S(N(S(C2C=CC=CC=2)(=O)=O)[F:49])(=O)=O)=CC=1. The catalyst is C1COCC1. The product is [C:1]([O:4][C@@:5]1([C:30]([CH3:33])([CH3:32])[CH3:31])[CH:18]=[CH:17][C@@H:16]2[C@@:7]34[CH2:22][CH2:21][N:19]([CH3:20])[C@@H:15]2[CH2:14][C:13]2[C:8]3=[C:9]([O:29][C@@H:6]14)[C:10]([F:49])([O:23][O:24][SiH:25]([CH3:27])[CH3:26])[CH2:11][CH:12]=2)(=[O:3])[NH2:2]. The yield is 0.420. (5) The reactants are CS([O:5][CH2:6][C@H:7]1[CH2:11][CH2:10][CH2:9][N:8]1[C:12]([O:14][C:15]([CH3:18])([CH3:17])[CH3:16])=[O:13])(=O)=O.O[C:20]1[C:21]([C:26]#[N:27])=[N:22][CH:23]=[CH:24][CH:25]=1.C(=O)([O-])[O-].[K+].[K+].O. The catalyst is CN(C)C=O. The product is [C:26]([C:21]1[C:20]([O:5][CH2:6][C@H:7]2[CH2:11][CH2:10][CH2:9][N:8]2[C:12]([O:14][C:15]([CH3:18])([CH3:17])[CH3:16])=[O:13])=[CH:25][CH:24]=[CH:23][N:22]=1)#[N:27]. The yield is 0.450.